From a dataset of Peptide-MHC class I binding affinity with 185,985 pairs from IEDB/IMGT. Regression. Given a peptide amino acid sequence and an MHC pseudo amino acid sequence, predict their binding affinity value. This is MHC class I binding data. The peptide sequence is KSAFYQSYL. The MHC is HLA-A02:16 with pseudo-sequence HLA-A02:16. The binding affinity (normalized) is 0.0847.